Predict which catalyst facilitates the given reaction. From a dataset of Catalyst prediction with 721,799 reactions and 888 catalyst types from USPTO. (1) Reactant: [CH3:1][N:2]1[C:10]2[C:5](=[CH:6][CH:7]=[CH:8][CH:9]=2)[C:4]([C:11]2[C:12](=[O:24])[NH:13][C:14](=[O:23])[C:15]=2[C:16]2[CH:21]=[CH:20][CH:19]=[C:18]([NH2:22])[CH:17]=2)=[CH:3]1.[Si:25]([O:32][CH2:33][CH2:34][CH:35]=O)([C:28]([CH3:31])([CH3:30])[CH3:29])([CH3:27])[CH3:26].[BH3-]C#N.[Na+]. Product: [CH3:1][N:2]1[C:10]2[C:5](=[CH:6][CH:7]=[CH:8][CH:9]=2)[C:4]([C:11]2[C:12](=[O:24])[NH:13][C:14](=[O:23])[C:15]=2[C:16]2[CH:21]=[CH:20][CH:19]=[C:18]([NH:22][CH2:35][CH2:34][CH2:33][O:32][Si:25]([C:28]([CH3:29])([CH3:31])[CH3:30])([CH3:26])[CH3:27])[CH:17]=2)=[CH:3]1. The catalyst class is: 61. (2) Reactant: [CH2:1]([O:8][C:9]1[C:13]([C:14]#[N:15])=[C:12](S(C)(=O)=O)[N:11]([CH3:20])[N:10]=1)[C:2]1[CH:7]=[CH:6][CH:5]=[CH:4][CH:3]=1.[CH3:21][O-:22].[Na+].O. Product: [CH2:1]([O:8][C:9]1[C:13]([C:14]#[N:15])=[C:12]([O:22][CH3:21])[N:11]([CH3:20])[N:10]=1)[C:2]1[CH:7]=[CH:6][CH:5]=[CH:4][CH:3]=1. The catalyst class is: 5. (3) Reactant: Br[C:2]1[CH:7]=[CH:6][C:5]([C:8]2[N:9]=[C:10]([OH:18])[C:11]3[CH:12]=[CH:13][CH:14]=[N:15][C:16]=3[CH:17]=2)=[CH:4][CH:3]=1.[CH3:19][O:20][C:21]1[CH:26]=[CH:25][C:24](B(O)O)=[CH:23][CH:22]=1.C(=O)([O-])[O-].[Na+].[Na+]. Product: [CH3:19][O:20][C:21]1[CH:26]=[CH:25][C:24]([C:2]2[CH:7]=[CH:6][C:5]([C:8]3[N:9]=[C:10]([OH:18])[C:11]4[CH:12]=[CH:13][CH:14]=[N:15][C:16]=4[CH:17]=3)=[CH:4][CH:3]=2)=[CH:23][CH:22]=1. The catalyst class is: 128. (4) Reactant: [CH3:1][C:2]([NH:13][C:14]([C:16]1[C:24]2[C:19](=[N:20][CH:21]=[C:22]([C:25]3[C:33]4[C:28](=[CH:29][C:30]([CH3:34])=[CH:31][CH:32]=4)[NH:27][N:26]=3)[N:23]=2)[NH:18][CH:17]=1)=[O:15])([CH3:12])[CH2:3][NH:4]C(=O)OC(C)(C)C.[ClH:35]. Product: [ClH:35].[NH2:4][CH2:3][C:2]([NH:13][C:14]([C:16]1[C:24]2[C:19](=[N:20][CH:21]=[C:22]([C:25]3[C:33]4[C:28](=[CH:29][C:30]([CH3:34])=[CH:31][CH:32]=4)[NH:27][N:26]=3)[N:23]=2)[NH:18][CH:17]=1)=[O:15])([CH3:1])[CH3:12]. The catalyst class is: 13. (5) Reactant: O.N.[C:3]([C:5]1[CH:6]=[C:7]([NH:11][CH:12]([C:30]2[CH:35]=[CH:34][CH:33]=[CH:32][CH:31]=2)[C:13]([NH:15][C:16]2[CH:21]=[CH:20][C:19]([N:22]3[CH2:26][CH2:25][CH2:24][S:23]3(=[O:28])=[O:27])=[C:18]([CH3:29])[CH:17]=2)=[O:14])[CH:8]=[CH:9][CH:10]=1)#[N:4]. Product: [NH2:4][CH2:3][C:5]1[CH:6]=[C:7]([NH:11][CH:12]([C:30]2[CH:31]=[CH:32][CH:33]=[CH:34][CH:35]=2)[C:13]([NH:15][C:16]2[CH:21]=[CH:20][C:19]([N:22]3[CH2:26][CH2:25][CH2:24][S:23]3(=[O:28])=[O:27])=[C:18]([CH3:29])[CH:17]=2)=[O:14])[CH:8]=[CH:9][CH:10]=1. The catalyst class is: 5.